This data is from Catalyst prediction with 721,799 reactions and 888 catalyst types from USPTO. The task is: Predict which catalyst facilitates the given reaction. (1) Reactant: [F:1][C:2]1[CH:7]=[CH:6][C:5]([NH:8][C:9]2[CH:24]=[CH:23][CH:22]=[CH:21][C:10]=2[C:11]([NH:13][C:14]2[CH:19]=[CH:18][C:17]([OH:20])=[CH:16][CH:15]=2)=[O:12])=[CH:4][CH:3]=1.[NH2:25][C:26]1[N:31]=[C:30](Cl)[CH:29]=[CH:28][N:27]=1.C(=O)([O-])[O-].[Cs+].[Cs+].CS(C)=O. Product: [NH2:25][C:26]1[N:31]=[C:30]([O:20][C:17]2[CH:18]=[CH:19][C:14]([NH:13][C:11](=[O:12])[C:10]3[CH:21]=[CH:22][CH:23]=[CH:24][C:9]=3[NH:8][C:5]3[CH:6]=[CH:7][C:2]([F:1])=[CH:3][CH:4]=3)=[CH:15][CH:16]=2)[CH:29]=[CH:28][N:27]=1. The catalyst class is: 25. (2) Reactant: Cl[C:2]1[N:7]=[C:6]2[N:8]=[C:9]([C:11]3[N:12]=[C:13]([CH2:16][C:17]4[CH:22]=[C:21]([Cl:23])[CH:20]=[CH:19][C:18]=4[O:24][CH2:25][CH:26]([CH3:28])[CH3:27])[S:14][CH:15]=3)[NH:10][C:5]2=[CH:4][CH:3]=1.[NH:29]1[CH2:34][CH2:33][O:32][CH2:31][CH2:30]1. Product: [Cl:23][C:21]1[CH:20]=[CH:19][C:18]([O:24][CH2:25][CH:26]([CH3:28])[CH3:27])=[C:17]([CH2:16][C:13]2[S:14][CH:15]=[C:11]([C:9]3[NH:10][C:5]4[C:6]([N:8]=3)=[N:7][C:2]([N:29]3[CH2:34][CH2:33][O:32][CH2:31][CH2:30]3)=[CH:3][CH:4]=4)[N:12]=2)[CH:22]=1. The catalyst class is: 169. (3) Reactant: [F:1][C:2]1[CH:27]=[CH:26][CH:25]=[C:24]([F:28])[C:3]=1[O:4][C:5]1[CH:10]=[C:9]([NH:11][C:12]2[S:13][CH:14]=[C:15]([CH3:17])[N:16]=2)[N:8]=[CH:7][C:6]=1/[CH:18]=[CH:19]/[C:20]([O:22][CH3:23])=[O:21].CC1C=CC(S(NN)(=O)=O)=CC=1. Product: [F:1][C:2]1[CH:27]=[CH:26][CH:25]=[C:24]([F:28])[C:3]=1[O:4][C:5]1[CH:10]=[C:9]([NH:11][C:12]2[S:13][CH:14]=[C:15]([CH3:17])[N:16]=2)[N:8]=[CH:7][C:6]=1[CH2:18][CH2:19][C:20]([O:22][CH3:23])=[O:21]. The catalyst class is: 11. (4) Reactant: [O:1]1[C:6]2[CH:7]=[CH:8][C:9]([NH:11][C:12]3[CH:17]=[C:16](I)[CH:15]=[CH:14][N:13]=3)=[CH:10][C:5]=2[O:4][CH2:3][CH2:2]1.[F:19][C:20]([F:32])([F:31])[O:21][C:22]1[CH:27]=[CH:26][C:25](B(O)O)=[CH:24][CH:23]=1. Product: [O:1]1[C:6]2[CH:7]=[CH:8][C:9]([NH:11][C:12]3[CH:17]=[C:16]([C:25]4[CH:24]=[CH:23][C:22]([O:21][C:20]([F:19])([F:31])[F:32])=[CH:27][CH:26]=4)[CH:15]=[CH:14][N:13]=3)=[CH:10][C:5]=2[O:4][CH2:3][CH2:2]1. The catalyst class is: 276. (5) Reactant: C(Cl)(=O)C(Cl)=O.CS(C)=O.[Cl:11][C:12]1[CH:17]=[CH:16][C:15]([CH:18]([OH:47])[C:19]2[CH:20]=[C:21]([C:37]3[CH:42]=[CH:41][N:40]=[C:39]([NH:43][C:44](=[O:46])[CH3:45])[CH:38]=3)[S:22][C:23]=2[C:24]2[N:28]=[CH:27][N:26]([CH2:29][O:30][CH2:31][CH2:32][Si:33]([CH3:36])([CH3:35])[CH3:34])[N:25]=2)=[CH:14][CH:13]=1.C(N(CC)CC)C. Product: [Cl:11][C:12]1[CH:13]=[CH:14][C:15]([C:18]([C:19]2[CH:20]=[C:21]([C:37]3[CH:42]=[CH:41][N:40]=[C:39]([NH:43][C:44](=[O:46])[CH3:45])[CH:38]=3)[S:22][C:23]=2[C:24]2[N:28]=[CH:27][N:26]([CH2:29][O:30][CH2:31][CH2:32][Si:33]([CH3:34])([CH3:35])[CH3:36])[N:25]=2)=[O:47])=[CH:16][CH:17]=1. The catalyst class is: 2. (6) Reactant: [Si]([O:8][CH2:9][CH2:10][N:11]([C:22]1[CH:27]=[CH:26][C:25]([N:28]2[CH2:32][CH2:31][N:30]([CH2:33][C:34]([O:36]CC)=[O:35])[C:29]2=[O:39])=[C:24]([O:40][C:41]([F:44])([F:43])[F:42])[CH:23]=1)[C:12]([C:14]1[C:15](Cl)=[N:16][CH:17]=[N:18][C:19]=1Cl)=[O:13])(C(C)(C)C)(C)C.[NH2:45]C1C2C(=O)N(C3C=CC(B4OC(C)(C)C(C)(C)O4)=CC=3)CCOC=2N=CN=1.C([O-])([O-])=O.[K+].[K+]. Product: [NH2:45][C:15]1[C:14]2[C:12](=[O:13])[N:11]([C:22]3[CH:27]=[CH:26][C:25]([N:28]4[CH2:32][CH2:31][N:30]([CH2:33][C:34]([OH:36])=[O:35])[C:29]4=[O:39])=[C:24]([O:40][C:41]([F:43])([F:42])[F:44])[CH:23]=3)[CH2:10][CH2:9][O:8][C:19]=2[N:18]=[CH:17][N:16]=1. The catalyst class is: 117. (7) Reactant: [Br:1][C:2]1[CH:27]=[N:26][C:5]2[N:6]=[C:7]([N:13]3[CH2:16][CH:15]([N:17](C)[C:18](=O)OC(C)(C)C)[CH2:14]3)[C:8]3[N:9]([CH:10]=[N:11][N:12]=3)[C:4]=2[CH:3]=1.[C:28]([OH:34])([C:30]([F:33])([F:32])[F:31])=[O:29]. Product: [F:31][C:30]([F:33])([F:32])[C:28]([OH:34])=[O:29].[Br:1][C:2]1[CH:27]=[N:26][C:5]2[N:6]=[C:7]([N:13]3[CH2:16][CH:15]([NH:17][CH3:18])[CH2:14]3)[C:8]3[N:9]([CH:10]=[N:11][N:12]=3)[C:4]=2[CH:3]=1. The catalyst class is: 2.